The task is: Predict the reactants needed to synthesize the given product.. This data is from Full USPTO retrosynthesis dataset with 1.9M reactions from patents (1976-2016). (1) Given the product [C:24]([CH2:23][CH2:22][CH2:21][CH2:20][CH2:19][CH2:18][N:12]([CH2:11]/[CH:10]=[CH:9]/[C:4]1[CH:5]=[C:6]([Cl:8])[CH:7]=[C:2]([Cl:1])[CH:3]=1)[S:13]([CH3:16])(=[O:15])=[O:14])#[N:25], predict the reactants needed to synthesize it. The reactants are: [Cl:1][C:2]1[CH:3]=[C:4](/[CH:9]=[CH:10]/[CH2:11][NH:12][S:13]([CH3:16])(=[O:15])=[O:14])[CH:5]=[C:6]([Cl:8])[CH:7]=1.Br[CH2:18][CH2:19][CH2:20][CH2:21][CH2:22][CH2:23][C:24]#[N:25]. (2) The reactants are: [Cl:1][C:2]1[CH:3]=[C:4]([C:13]2[N:17]=[C:16]([C:18]3[CH:22]=[C:21]([CH3:23])[NH:20][N:19]=3)[O:15][N:14]=2)[CH:5]=[CH:6][C:7]=1[O:8][C:9]([F:12])([F:11])[F:10].[Cl:24][C:25]1[CH:30]=[C:29]([CH2:31]Cl)[CH:28]=[CH:27][N:26]=1. Given the product [Cl:24][C:25]1[CH:30]=[C:29]([CH2:31][N:20]2[C:21]([CH3:23])=[CH:22][C:18]([C:16]3[O:15][N:14]=[C:13]([C:4]4[CH:5]=[CH:6][C:7]([O:8][C:9]([F:11])([F:10])[F:12])=[C:2]([Cl:1])[CH:3]=4)[N:17]=3)=[N:19]2)[CH:28]=[CH:27][N:26]=1, predict the reactants needed to synthesize it. (3) Given the product [Na+:36].[CH2:1]([N:3]([CH:29]1[CH2:30][CH2:31][O:32][CH2:33][CH2:34]1)[C:4]1[C:5]([CH3:28])=[C:6]([CH:11]=[C:12]([C:14]2[CH:15]=[N:16][C:17]([CH2:20][N:21]3[CH2:26][CH2:25][CH:24]([OH:27])[CH2:23][CH2:22]3)=[CH:18][CH:19]=2)[CH:13]=1)[C:7]([O-:9])=[O:8])[CH3:2], predict the reactants needed to synthesize it. The reactants are: [CH2:1]([N:3]([CH:29]1[CH2:34][CH2:33][O:32][CH2:31][CH2:30]1)[C:4]1[C:5]([CH3:28])=[C:6]([CH:11]=[C:12]([C:14]2[CH:15]=[N:16][C:17]([CH2:20][N:21]3[CH2:26][CH2:25][CH:24]([OH:27])[CH2:23][CH2:22]3)=[CH:18][CH:19]=2)[CH:13]=1)[C:7]([O:9]C)=[O:8])[CH3:2].[OH-].[Na+:36]. (4) Given the product [CH2:24]1[C:23]2[NH:22][C:12]3[C:11]([C:10]([O:9][CH3:8])=[O:19])=[CH:16][CH2:15][CH2:14][C:13]=3[C:2]=2[CH:27]=[CH:26][NH:25]1, predict the reactants needed to synthesize it. The reactants are: O1CCC(=O)C[CH2:2]1.[CH3:8][O:9][C:10](=[O:19])[C:11]1[CH:16]=[CH:15][C:14](N)=[C:13](I)[CH:12]=1.C1[N:25]2[CH2:26][CH2:27][N:22]([CH2:23][CH2:24]2)C1.[O-]S([O-])(=O)=O.[Mg+2]. (5) Given the product [CH3:5][S:6][C:7]1[C:15]2[NH:14][C:13]3[CH2:16][CH2:17][N:18]([C:27]([O:29][C:30]([CH3:33])([CH3:32])[CH3:31])=[O:28])[CH2:19][C:12]=3[C:11]=2[CH:10]=[CH:9][CH:8]=1, predict the reactants needed to synthesize it. The reactants are: C(Cl)Cl.Cl.[CH3:5][S:6][C:7]1[C:15]2[NH:14][C:13]3[CH2:16][CH2:17][NH:18][CH2:19][C:12]=3[C:11]=2[CH:10]=[CH:9][CH:8]=1.C(N(CC)CC)C.[C:27](O[C:27]([O:29][C:30]([CH3:33])([CH3:32])[CH3:31])=[O:28])([O:29][C:30]([CH3:33])([CH3:32])[CH3:31])=[O:28]. (6) Given the product [C:1]([C:3]1[CH:4]=[C:5]([CH2:10][CH2:11][C:12]([Cl:23])=[O:14])[CH:6]=[CH:7][C:8]=1[F:9])#[N:2], predict the reactants needed to synthesize it. The reactants are: [C:1]([C:3]1[CH:4]=[C:5]([CH2:10][CH2:11][C:12]([OH:14])=O)[CH:6]=[CH:7][C:8]=1[F:9])#[N:2].CN(C=O)C.C(Cl)(=O)C([Cl:23])=O.